Predict which catalyst facilitates the given reaction. From a dataset of Catalyst prediction with 721,799 reactions and 888 catalyst types from USPTO. (1) Reactant: [F:1][C:2]1[C:10]2[O:9][C:8]([CH2:11]O)=[CH:7][C:6]=2[CH:5]=[CH:4][CH:3]=1.[Br:13]C(Br)(Br)Br.C1(P(C2C=CC=CC=2)C2C=CC=CC=2)C=CC=CC=1. Product: [Br:13][CH2:11][C:8]1[O:9][C:10]2[C:2]([F:1])=[CH:3][CH:4]=[CH:5][C:6]=2[CH:7]=1. The catalyst class is: 4. (2) The catalyst class is: 112. Product: [CH3:25][C:24]1[CH:26]=[CH:27][C:21]([S:18]([O:9][CH2:8][CH2:7][C@@H:5]2[CH2:4][O:3][C:2]([CH3:10])([CH3:1])[O:6]2)(=[O:20])=[O:19])=[CH:22][CH:23]=1. Reactant: [CH3:1][C:2]1([CH3:10])[O:6][C@H:5]([CH2:7][CH2:8][OH:9])[CH2:4][O:3]1.C(N(CC)CC)C.[S:18](Cl)([C:21]1[CH:27]=[CH:26][C:24]([CH3:25])=[CH:23][CH:22]=1)(=[O:20])=[O:19]. (3) Reactant: [S:1](=[O:5])(=[O:4])([OH:3])[OH:2].[S:6]1[CH:10]=[CH:9][C:8]2[C:11]([N:15]3[CH2:20][CH2:19][N:18]([CH2:21][CH2:22][CH2:23][CH2:24][O:25]N4C5C(=CC=CC=5)C=CC4=O)[CH2:17][CH2:16]3)=[CH:12][CH:13]=[CH:14][C:7]1=2.[CH3:37][OH:38]. Product: [S:1]([OH:5])([OH:4])(=[O:3])=[O:2].[S:6]1[CH:10]=[CH:9][C:8]2[C:11]([N:15]3[CH2:16][CH2:17][N:18]([CH2:21][CH2:22][CH2:23][CH2:24][O:25][C:13]4[CH:12]=[C:11]5[C:8]([CH:9]=[CH:10][C:37](=[O:38])[NH:15]5)=[CH:7][CH:14]=4)[CH2:19][CH2:20]3)=[CH:12][CH:13]=[CH:14][C:7]1=2. The catalyst class is: 4. (4) Reactant: C([O:3][C:4](=[O:29])[CH:5]([C:11]1[C:12](=[O:28])[N:13]([C:17]2[C:22]([CH3:23])=[CH:21][C:20]([N+:24]([O-:26])=[O:25])=[CH:19][C:18]=2[CH3:27])[CH:14]=[CH:15][CH:16]=1)C(OCC)=O)C.O1CCOCC1.[OH-].[Na+]. Product: [CH3:23][C:22]1[CH:21]=[C:20]([N+:24]([O-:26])=[O:25])[CH:19]=[C:18]([CH3:27])[C:17]=1[N:13]1[CH:14]=[CH:15][CH:16]=[C:11]([CH2:5][C:4]([OH:29])=[O:3])[C:12]1=[O:28]. The catalyst class is: 6. (5) Reactant: ClCCN(CCCl)C(Cl)=O.[Cl:11][CH2:12][CH2:13][N:14]([C:18]([N:20]=[C:21]=[S:22])=[O:19])[CH2:15][CH2:16][Cl:17].[CH3:23][O:24][C:25]1[CH:26]=[C:27]2[C:32](=[CH:33][C:34]=1[O:35][CH3:36])[N:31]=[CH:30][CH:29]=[C:28]2[O:37][C:38]1[CH:44]=[CH:43][C:41]([NH2:42])=[CH:40][CH:39]=1.C1(C)C=CC=CC=1. Product: [Cl:17][CH2:16][CH2:15][N:14]([C:18]([N:20]=[C:21]=[S:22])=[O:19])[CH2:13][CH2:12][Cl:11].[CH3:23][O:24][C:25]1[CH:26]=[C:27]2[C:32](=[CH:33][C:34]=1[O:35][CH3:36])[N:31]=[CH:30][CH:29]=[C:28]2[O:37][C:38]1[CH:39]=[CH:40][C:41]([NH:42][C:21]([NH:20][C:18]([N:14]([CH2:13][CH2:12][Cl:11])[CH2:15][CH2:16][Cl:17])=[O:19])=[S:22])=[CH:43][CH:44]=1. The catalyst class is: 8.